This data is from NCI-60 drug combinations with 297,098 pairs across 59 cell lines. The task is: Regression. Given two drug SMILES strings and cell line genomic features, predict the synergy score measuring deviation from expected non-interaction effect. (1) Drug 1: CC1C(C(CC(O1)OC2CC(CC3=C2C(=C4C(=C3O)C(=O)C5=C(C4=O)C(=CC=C5)OC)O)(C(=O)CO)O)N)O.Cl. Drug 2: C(CCl)NC(=O)N(CCCl)N=O. Cell line: OVCAR-5. Synergy scores: CSS=6.31, Synergy_ZIP=-8.75, Synergy_Bliss=-10.7, Synergy_Loewe=-20.5, Synergy_HSA=-7.95. (2) Drug 1: C1=NC2=C(N1)C(=S)N=C(N2)N. Drug 2: C#CCC(CC1=CN=C2C(=N1)C(=NC(=N2)N)N)C3=CC=C(C=C3)C(=O)NC(CCC(=O)O)C(=O)O. Cell line: HL-60(TB). Synergy scores: CSS=41.0, Synergy_ZIP=-12.4, Synergy_Bliss=-20.6, Synergy_Loewe=-17.8, Synergy_HSA=-16.2. (3) Drug 1: C#CCC(CC1=CN=C2C(=N1)C(=NC(=N2)N)N)C3=CC=C(C=C3)C(=O)NC(CCC(=O)O)C(=O)O. Drug 2: C1CNP(=O)(OC1)N(CCCl)CCCl. Cell line: UACC-257. Synergy scores: CSS=-4.03, Synergy_ZIP=1.33, Synergy_Bliss=-2.10, Synergy_Loewe=-3.02, Synergy_HSA=-4.48. (4) Drug 1: C#CCC(CC1=CN=C2C(=N1)C(=NC(=N2)N)N)C3=CC=C(C=C3)C(=O)NC(CCC(=O)O)C(=O)O. Drug 2: CC1=C(C(=O)C2=C(C1=O)N3CC4C(C3(C2COC(=O)N)OC)N4)N. Cell line: SNB-19. Synergy scores: CSS=18.4, Synergy_ZIP=-5.81, Synergy_Bliss=-0.412, Synergy_Loewe=-1.91, Synergy_HSA=-2.91.